Dataset: Reaction yield outcomes from USPTO patents with 853,638 reactions. Task: Predict the reaction yield, written as a fraction of the theoretical maximum amount of product (1.0 means a 100% yield; for example, 0.34 means a 34% yield). (1) The reactants are [Br-:1].[Br-].[Br-].C1([N+](C)(C)C)C=CC=CC=1.C1([N+](C)(C)C)C=CC=CC=1.C1([N+](C)(C)C)C=CC=CC=1.[CH2:34]([O:41][C:42]1[CH:47]=[CH:46][C:45]([C:48](=[O:50])[CH3:49])=[CH:44][C:43]=1[N+:51]([O-:53])=[O:52])[C:35]1[CH:40]=[CH:39][CH:38]=[CH:37][CH:36]=1.C(=O)(O)[O-].[Na+].S([O-])([O-])(=O)=S.[Na+].[Na+]. The catalyst is C1COCC1. The product is [CH2:34]([O:41][C:42]1[CH:47]=[CH:46][C:45]([C:48](=[O:50])[CH2:49][Br:1])=[CH:44][C:43]=1[N+:51]([O-:53])=[O:52])[C:35]1[CH:36]=[CH:37][CH:38]=[CH:39][CH:40]=1. The yield is 0.810. (2) The reactants are [Br:1][C:2]1[CH:9]=[C:8]([F:10])[C:7]([OH:11])=[CH:6][C:3]=1[CH:4]=[O:5].[BH4-].[Na+]. The catalyst is CO. The product is [Br:1][C:2]1[C:3]([CH2:4][OH:5])=[CH:6][C:7]([OH:11])=[C:8]([F:10])[CH:9]=1. The yield is 0.830. (3) The reactants are [C:1](N)(=O)C1C=CC=CC=1.[CH3:10][C:11]1[C:16]([C:17]([NH2:19])=[O:18])=[C:15]([NH:20][C:21]2[CH:26]=[CH:25][C:24]([S:27][CH3:28])=[CH:23][CH:22]=2)[N:14]=[C:13]([S:29][CH3:30])[N:12]=1.[CH3:31][N:32]([CH:34]=O)[CH3:33]. No catalyst specified. The product is [CH3:31][N:32]([CH3:34])/[CH:33]=[CH:10]/[C:11]1[N:12]=[C:13]([S:29][CH3:30])[N:14]=[C:15]2[N:20]([C:21]3[CH:26]=[CH:25][C:24]([S:27][CH3:28])=[CH:23][CH:22]=3)[CH:1]=[N:19][C:17](=[O:18])[C:16]=12. The yield is 0.720. (4) The reactants are [CH2:1]([C@@H:8]([NH:16][C:17]([CH2:19][CH2:20][CH2:21][C:22]1[CH:30]=[CH:29][CH:28]=[CH:27][C:23]=1[C:24]([OH:26])=[O:25])=[O:18])[C@H:9]([C:11]([O:13]CC)=[O:12])[OH:10])[C:2]1[CH:7]=[CH:6][CH:5]=[CH:4][CH:3]=1.C1COCC1.[OH-].[Na+]. The catalyst is CC(O)=O. The product is [CH2:1]([C@@H:8]([NH:16][C:17]([CH2:19][CH2:20][CH2:21][C:22]1[CH:30]=[CH:29][CH:28]=[CH:27][C:23]=1[C:24]([OH:26])=[O:25])=[O:18])[C@H:9]([C:11]([OH:13])=[O:12])[OH:10])[C:2]1[CH:7]=[CH:6][CH:5]=[CH:4][CH:3]=1. The yield is 0.950. (5) The reactants are [P:1]([O:13][CH2:14][CH2:15][N:16]([CH2:21][CH2:22][CH2:23][O:24][C:25]1[CH:34]=[C:33]2[C:28]([C:29]([NH:35][C:36]3[CH:40]=[C:39]([CH2:41][C:42]([NH:44][C:45]4[CH:50]=[CH:49][CH:48]=[C:47]([F:51])[CH:46]=4)=[O:43])[NH:38][N:37]=3)=[N:30][CH:31]=[N:32]2)=[CH:27][CH:26]=1)[CH2:17][CH2:18][O:19][CH3:20])([O:8]C(C)(C)C)([O:3]C(C)(C)C)=[O:2].O1CCOCC1.Cl. The catalyst is O1CCOCC1. The product is [P:1]([OH:8])([OH:3])([O:13][CH2:14][CH2:15][N:16]([CH2:21][CH2:22][CH2:23][O:24][C:25]1[CH:34]=[C:33]2[C:28]([C:29]([NH:35][C:36]3[CH:40]=[C:39]([CH2:41][C:42]([NH:44][C:45]4[CH:50]=[CH:49][CH:48]=[C:47]([F:51])[CH:46]=4)=[O:43])[NH:38][N:37]=3)=[N:30][CH:31]=[N:32]2)=[CH:27][CH:26]=1)[CH2:17][CH2:18][O:19][CH3:20])=[O:2]. The yield is 0.850. (6) The reactants are C1([C@H]2O[C@@H:11]([O:13][S:14]([C:17]3[CH:22]=[CH:21][C:20]([CH3:23])=[CH:19][CH:18]=3)(=[O:16])=[O:15])[CH2:10]CO2)C=CC=CC=1.Cl.[O:25]1CCOC[CH2:26]1.C([O-])(O)=[O:32].[Na+]. The catalyst is CO. The product is [C:20]1([CH3:23])[CH:19]=[CH:18][C:17]([S:14]([O:13][CH:11]([CH2:10][OH:32])[CH2:26][OH:25])(=[O:15])=[O:16])=[CH:22][CH:21]=1. The yield is 1.00. (7) The reactants are [Si]([O:8][CH2:9][CH2:10][C@H:11]1[CH2:22][CH2:21][C:20]2[S:19][C:18]3[N:17]=[CH:16][N:15]=[C:14]([O:23][CH:24]4[CH2:29][CH2:28][CH:27]([N:30]([CH2:38][CH3:39])[C:31](=[O:37])[O:32][C:33]([CH3:36])([CH3:35])[CH3:34])[CH2:26][CH2:25]4)[C:13]=3[C:12]1=2)(C(C)(C)C)(C)C.CCCC[N+](CCCC)(CCCC)CCCC.[F-]. The catalyst is C1COCC1. The product is [CH2:38]([N:30]([CH:27]1[CH2:26][CH2:25][CH:24]([O:23][C:14]2[C:13]3[C:12]4[C@@H:11]([CH2:10][CH2:9][OH:8])[CH2:22][CH2:21][C:20]=4[S:19][C:18]=3[N:17]=[CH:16][N:15]=2)[CH2:29][CH2:28]1)[C:31](=[O:37])[O:32][C:33]([CH3:34])([CH3:36])[CH3:35])[CH3:39]. The yield is 0.980.